Task: Predict the reactants needed to synthesize the given product.. Dataset: Full USPTO retrosynthesis dataset with 1.9M reactions from patents (1976-2016) Given the product [Cl:22][C:5]1[C:6]([NH:8][C:9]2[CH:14]=[CH:13][CH:12]=[CH:11][C:10]=2[C:15]([N:17]2[CH2:21][CH2:20][CH2:19][CH2:18]2)=[O:16])=[N:7][C:2]([NH:35][C:34]2[CH:33]=[CH:32][C:31]([CH2:30][N:27]3[CH2:26][CH2:25][N:24]([CH3:23])[CH2:29][CH2:28]3)=[CH:37][CH:36]=2)=[N:3][CH:4]=1, predict the reactants needed to synthesize it. The reactants are: Cl[C:2]1[N:7]=[C:6]([NH:8][C:9]2[CH:14]=[CH:13][CH:12]=[CH:11][C:10]=2[C:15]([N:17]2[CH2:21][CH2:20][CH2:19][CH2:18]2)=[O:16])[C:5]([Cl:22])=[CH:4][N:3]=1.[CH3:23][N:24]1[CH2:29][CH2:28][N:27]([CH2:30][C:31]2[CH:37]=[CH:36][C:34]([NH2:35])=[CH:33][CH:32]=2)[CH2:26][CH2:25]1.